This data is from Reaction yield outcomes from USPTO patents with 853,638 reactions. The task is: Predict the reaction yield, written as a fraction of the theoretical maximum amount of product (1.0 means a 100% yield; for example, 0.34 means a 34% yield). (1) The reactants are Br[C:2]1[CH:11]=[CH:10][C:9]2[C:4](=[CH:5][CH:6]=[C:7]([O:12][CH:13]3[CH2:18][CH2:17][CH:16]([C:19]([CH3:22])([CH3:21])[CH3:20])[CH2:15][CH2:14]3)[CH:8]=2)[CH:3]=1.C([Li])CCC.CCCCCC.Br[CH2:35][C:36]([O:38][CH2:39][CH3:40])=[O:37]. The catalyst is CCOCC. The product is [CH2:39]([O:38][C:36](=[O:37])[CH2:35][C:2]1[CH:11]=[CH:10][C:9]2[C:4](=[CH:5][CH:6]=[C:7]([O:12][CH:13]3[CH2:18][CH2:17][CH:16]([C:19]([CH3:22])([CH3:21])[CH3:20])[CH2:15][CH2:14]3)[CH:8]=2)[CH:3]=1)[CH3:40]. The yield is 0.220. (2) The reactants are [F:1][C:2]1([F:10])[CH2:7][CH2:6][CH:5]([CH2:8][NH2:9])[CH2:4][CH2:3]1.Cl[C:12]1[CH:13]=[CH:14][C:15]2[N:16]([C:18]([C:21]3[CH:26]=[CH:25][CH:24]=[C:23]([O:27][C:28]([F:31])([F:30])[F:29])[CH:22]=3)=[CH:19][N:20]=2)[N:17]=1.CCN(C(C)C)C(C)C.[F-].[Cs+]. The catalyst is CS(C)=O. The product is [F:1][C:2]1([F:10])[CH2:7][CH2:6][CH:5]([CH2:8][NH:9][C:12]2[CH:13]=[CH:14][C:15]3[N:16]([C:18]([C:21]4[CH:26]=[CH:25][CH:24]=[C:23]([O:27][C:28]([F:29])([F:31])[F:30])[CH:22]=4)=[CH:19][N:20]=3)[N:17]=2)[CH2:4][CH2:3]1. The yield is 0.100. (3) The reactants are [Cl:1][C:2]1[CH:3]=[C:4]2[C:9](=[CH:10][C:11]=1[F:12])[NH:8][C:7](=[O:13])[C:6]([C@H:14]([NH:16][S@@](C(C)(C)C)=O)[CH3:15])=[CH:5]2.Cl. The catalyst is CO.O1CCOCC1. The product is [ClH:1].[NH2:16][C@@H:14]([C:6]1[C:7](=[O:13])[NH:8][C:9]2[C:4]([CH:5]=1)=[CH:3][C:2]([Cl:1])=[C:11]([F:12])[CH:10]=2)[CH3:15]. The yield is 0.990.